The task is: Predict which catalyst facilitates the given reaction.. This data is from Catalyst prediction with 721,799 reactions and 888 catalyst types from USPTO. (1) Reactant: [OH:1][C:2]1[CH:9]=[CH:8][CH:7]=[C:6]([O:10][CH2:11][O:12][CH3:13])[C:3]=1[CH:4]=[O:5].Cl[CH2:15][CH:16]1[CH2:21][CH2:20][CH2:19][CH2:18][CH:17]1[N:22]1[CH2:28][C@H:27]2[O:29][C@@H:24]([CH2:25][CH2:26]2)[CH2:23]1.C(=O)([O-])[O-].[K+].[K+]. Product: [CH:27]12[O:29][CH:24]([CH2:25][CH2:26]1)[CH2:23][N:22]([C@@H:17]1[CH2:18][CH2:19][CH2:20][CH2:21][C@H:16]1[CH2:15][O:1][C:2]1[CH:9]=[CH:8][CH:7]=[C:6]([O:10][CH2:11][O:12][CH3:13])[C:3]=1[CH:4]=[O:5])[CH2:28]2. The catalyst class is: 3. (2) Reactant: [Br:1][C:2]1[CH:9]=[C:8]([F:10])[CH:7]=[CH:6][C:3]=1[CH:4]=O.C1(P(C2C=CC=CC=2)(C2C=CC=CC=2)=[CH:18][C:19]([O:21][CH3:22])=[O:20])C=CC=CC=1. Product: [Br:1][C:2]1[CH:9]=[C:8]([F:10])[CH:7]=[CH:6][C:3]=1/[CH:4]=[CH:18]/[C:19]([O:21][CH3:22])=[O:20]. The catalyst class is: 11. (3) Reactant: [F:1][C:2]1[CH:7]=[C:6]([F:8])[CH:5]=[CH:4][C:3]=1[CH2:9][NH:10][C:11]([C:13]1[C:14](=[O:46])[C:15]([O:38]CC2C=CC=CC=2)=[C:16]2[C:35](=[O:36])[N:20]3[CH:21]4[CH2:28][CH2:27][CH:26]([C:29]5[CH:34]=[CH:33][CH:32]=[CH:31][CH:30]=5)[CH2:25][CH:22]4[CH2:23][O:24][CH:19]3[CH2:18][N:17]2[CH:37]=1)=[O:12].[F:1][C:2]1[CH:7]=[C:6]([F:8])[CH:5]=[CH:4][C:3]=1[CH2:9][NH:10][C:11]([C:13]1[C:14](=[O:46])[C:15]([OH:38])=[C:16]2[C:35](=[O:36])[N:20]3[CH:21]4[CH2:28][CH2:27][CH:26]([C:29]5[CH:34]=[CH:33][CH:32]=[CH:31][CH:30]=5)[CH2:25][CH:22]4[CH2:23][O:24][CH:19]3[CH2:18][N:17]2[CH:37]=1)=[O:12]. Product: [F:1][C:2]1[CH:7]=[C:6]([F:8])[CH:5]=[CH:4][C:3]=1[CH2:9][NH:10][C:11]([C:13]1[C:14](=[O:46])[C:15]([OH:38])=[C:16]2[C:35](=[O:36])[N:20]3[CH:21]4[CH2:28][CH2:27][CH:26]([C:29]5[CH:34]=[CH:33][CH:32]=[CH:31][CH:30]=5)[CH2:25][CH:22]4[CH2:23][O:24][CH:19]3[CH2:18][N:17]2[CH:37]=1)=[O:12]. The catalyst class is: 19. (4) Reactant: [CH3:1][O:2][C:3]1[CH:10]=[C:9](B2OC(C)(C)C(C)(C)O2)[CH:8]=[CH:7][C:4]=1[C:5]#[N:6].Br[C:21]1[CH:28]=[N:27][CH:26]=[CH:25][C:22]=1[CH:23]=[O:24].C(=O)([O-])[O-].[Na+].[Na+]. Product: [CH:23]([C:22]1[CH:21]=[CH:28][N:27]=[CH:26][C:25]=1[C:9]1[CH:8]=[CH:7][C:4]([C:5]#[N:6])=[C:3]([O:2][CH3:1])[CH:10]=1)=[O:24]. The catalyst class is: 3. (5) Reactant: C[O:2][C:3]([C:5]1[S:6][C:7]([C:20]2[CH:21]=[N:22][CH:23]=[CH:24][CH:25]=2)=[CH:8][C:9]=1[O:10][CH:11]([C:13]1[CH:18]=[CH:17][CH:16]=[CH:15][C:14]=1[Cl:19])[CH3:12])=O.[NH3:26]. Product: [Cl:19][C:14]1[CH:15]=[CH:16][CH:17]=[CH:18][C:13]=1[CH:11]([O:10][C:9]1[CH:8]=[C:7]([C:20]2[CH:21]=[N:22][CH:23]=[CH:24][CH:25]=2)[S:6][C:5]=1[C:3]([NH2:26])=[O:2])[CH3:12]. The catalyst class is: 5. (6) Product: [CH3:1][N:2]1[C@@H:18]2[CH2:19][C:7]3[CH:8]=[CH:9][C:10]([O:22][CH3:23])=[C:11]4[O:12][CH:13]5[C:14]([CH:15]=[CH:16][C@:17]2([OH:24])[C@:5]5([C:6]=34)[CH2:4][CH2:3]1)=[O:20]. The catalyst class is: 106. Reactant: [CH3:1][N:2]1[C@@H:18]2[CH2:19][C:7]3[CH:8]=[CH:9][C:10]([O:22][CH3:23])=[C:11]4[O:12][C@H:13]5[C:14]([O:20]C)=[CH:15][CH:16]=[C:17]2[C@:5]5([C:6]=34)[CH2:4][CH2:3]1.[OH:24]O.[OH-].[NH4+].